From a dataset of Full USPTO retrosynthesis dataset with 1.9M reactions from patents (1976-2016). Predict the reactants needed to synthesize the given product. The reactants are: C([O:3][P:4]([CH:9]([NH:17][S:18]([C:21]1[S:22][CH:23]=[CH:24][CH:25]=1)(=[O:20])=[O:19])[CH2:10][C:11]1[CH:16]=[CH:15][CH:14]=[CH:13][CH:12]=1)(=[O:8])[O:5]CC)C.Br[Si](C)(C)C. Given the product [C:11]1([CH2:10][CH:9]([P:4](=[O:3])([OH:5])[OH:8])[NH:17][S:18]([C:21]2[S:22][CH:23]=[CH:24][CH:25]=2)(=[O:19])=[O:20])[CH:16]=[CH:15][CH:14]=[CH:13][CH:12]=1, predict the reactants needed to synthesize it.